Dataset: HIV replication inhibition screening data with 41,000+ compounds from the AIDS Antiviral Screen. Task: Binary Classification. Given a drug SMILES string, predict its activity (active/inactive) in a high-throughput screening assay against a specified biological target. (1) The compound is O=C(O)C1CC(C(=O)O)SS1. The result is 0 (inactive). (2) The molecule is COc1ccc2[nH]c3c(C)c4ccnc(NCCCN(C)CCCNc5ccc6ncn7c8ccccc8c(=O)c5c67)c4c(C)c3c2c1.CS(=O)(=O)O. The result is 0 (inactive). (3) The drug is CN(C)c1ccc(C=CC(=O)O)cc1.[NaH]. The result is 0 (inactive). (4) The drug is Cc1c(Cl)cccc1NC(=O)C(=O)C1C(=O)NC(=O)NC1=O. The result is 0 (inactive). (5) The drug is CCC12CCC3CCCCC3(OO1)C(OC)O2. The result is 0 (inactive). (6) The molecule is Cc1ccc(S(=O)(=O)Nn2c(-c3ccccc3)c(C#N)c(-c3ccc([N+](=O)[O-])cc3)c(C#N)c2=O)cc1. The result is 0 (inactive). (7) The compound is CN=C(NC)c1ccc(NC(=O)c2ccc(C(=O)Nc3ccc(C(=NC)NC)c(C)c3)cc2)cc1C. The result is 0 (inactive).